From a dataset of Experimentally validated miRNA-target interactions with 360,000+ pairs, plus equal number of negative samples. Binary Classification. Given a miRNA mature sequence and a target amino acid sequence, predict their likelihood of interaction. (1) The miRNA is mmu-miR-327 with sequence ACUUGAGGGGCAUGAGGAU. The protein sequence of the target gene is MSDEASETGQRYNGQPILKRQKPILPYICSTLDFQEERDFLAKSIFPRLNDICSSRGTYFKAVDLRWSAVKAHKSFTSNQFRQYSCLQSQHLKLSLDYVNRCFPFFIGLLGQTYGDFLPDYTPFLLSQVKDFESLSKGKKNLYIAAKNGYPWVLKTPNCSLTEFEIIQAVFRKKSQFQFFYFRTSNSLLRTFNEEEEEEEEKLSSAYLLNEQGKMKVGKLKAKIIGKGLPVRFYRDLEELGDMVWKDWSAVVEKLYPFTTIMGNIDYKHSFENLYHEEFVENCKQVFVTSKESNRTFEIL.... Result: 0 (no interaction). (2) The miRNA is hsa-miR-4738-3p with sequence UGAAACUGGAGCGCCUGGAGGA. The protein sequence of the target gene is MNKLRQSFRRKKDVYVPEASRPHQWQTDEEGVRTGKCSFPVKYLGHVEVDESRGMHICEDAVKRLKAERKFFKGFFGKTGKKAVKAVLWVSADGLRVVDEKTKDLIVDQTIEKVSFCAPDRNFDRAFSYICRDGTTRRWICHCFMAVKDTGERLSHAVGCAFAACLERKQKREKECGVTATFDASRTTFTREGSFRVTTATEQAEREEIMKQMQDAKKAETDKIVVGSSVAPGNTAPSPSSPTSPTSDATTSLEMNNPHAIPRRHAPIEQLARQGSFRGFPALSQKMSPFKRQLSLRINE.... Result: 1 (interaction). (3) The miRNA is mmu-miR-216a-5p with sequence UAAUCUCAGCUGGCAACUGUGA. The protein sequence of the target gene is MPAPEQASLVEEGQPQTRQEAASTGPGMEPETTATTILASVKEQELQFQRLTRELEVERQIVASQLERCRLGAESPSIASTSSTEKSFPWRSTDVPNTGVSKPRVSDAVQPNNYLIRTEPEQGTLYSPEQTSLHESEGSLGNSRSSTQMNSYSDSGYQEAGSFHNSQNVSKADNRQQHSFIGSTNNHVVRNSRAEGQTLVQPSVANRAMRRVSSVPSRAQSPSYVISTGVSPSRGSLRTSLGSGFGSPSVTDPRPLNPSAYSSTTLPAARAASPYSQRPASPTAIRRIGSVTSRQTSNPN.... Result: 0 (no interaction). (4) The miRNA is hsa-miR-192-5p with sequence CUGACCUAUGAAUUGACAGCC. The protein sequence of the target gene is MPPGKVLQPVLKMKVDELFLYWLSEASTQRMLQDCLRRIKAPGRDQPTPGDGEQPGAWPTAPLAAPRPSGLEPPGTPGPGPALPLGAASSPRNAPHVRGTRRSAGTRVVQTRKEEPLPPATSQSIPTFYFPRGRPQDSVNVDAVISKIESTFARFPHERATMDDMGLVAKACGCPLYWKGPLFYGAGGERTGSVSVHKFVAMWRKILQNCHDDAAKFVHLLMSPGCNYLVQEDFVPFLQDVVNTHPGLSFLKEASEFHSRYITTVIQRIFYAVNRSWSGRITCAELRRSSFLQNVALLEE.... Result: 1 (interaction). (5) The miRNA is rno-miR-134-5p with sequence UGUGACUGGUUGACCAGAGGGG. The protein sequence of the target gene is MAEPLRGRGPRSRGGRGARRARGARGRCPRARQSPARLIPDTVLVDLVSDSDEEVLEVADPVEVPVARLPAPAKPEQDSDSDSEGAAEGPAGAPRTLVRRRRRRLLDPGEAPVVPVYSGKVQSSLNLIPDNSSLLKLCPSEPEDEADLTNSGSSPSEDDALPSGSPWRKKLRKKCEKEEKKMEEFPDQDISPLPQPSSRNKSRKHTEALQKLREVNKRLQDLRSCLSPKQHQSPALQSTDDEVVLVEGPVLPQSSRLFTLKIRCRADLVRLPVRMSEPLQNVVDHMANHLGVSPNRILLL.... Result: 0 (no interaction). (6) The miRNA is hsa-miR-19b-2-5p with sequence AGUUUUGCAGGUUUGCAUUUCA. The protein sequence of the target gene is MAQVRETSLPSGSGVRWISGGGGGASPEEAVEKAGKMEEAAAGATKASSRREAEEMKLEPLQEREPAPEENLTWSSSGGDEKVLPSIPLRCHSSSSPVCPRRKPRPRPQPRARSRSQPGLSAPPPPPARPPPPPPPPPPPAPRPRAWRGSRRRSRPGSRPQTRRSCSGDLDGSGDPGGLGDWLLEVEFGQGPTGCSHVESFKVGKNWQKNLRLIYQRFVWSGTPETRKRKAKSCICHVCSTHMNRLHSCLSCVFFGCFTEKHIHKHAETKQHHLAVDLYHGVIYCFMCKDYVYDKDIEQI.... Result: 0 (no interaction). (7) Result: 0 (no interaction). The protein sequence of the target gene is MIPRKRYGSKNTDQGVYLGLSKTQVLSPATAGSSSSDIAPLPPPVTLVPPPPDTMSCRDRTQEFLSACKSLQTRQNGIQTNKPALRAVRQRSEFTLMAKRIGKDLSNTFAKLEKLTILAKRKSLFDDKAVEIEELTYIIKQDINSLNKQIAQLQDFVRAKGSQSGRHLQTHSNTIVVSLQSKLASMSNDFKSVLEVRTENLKQQRSRREQFSRAPVSALPLAPNHLGGGAVVLGAESHASKDVAIDMMDSRTSQQLQLIDEQDSYIQSRADTMQNIESTIVELGSIFQQLAHMVKEQEET.... The miRNA is hsa-miR-3912-5p with sequence AUGUCCAUAUUAUGGGUUAGU.